From a dataset of Forward reaction prediction with 1.9M reactions from USPTO patents (1976-2016). Predict the product of the given reaction. (1) The product is: [C:12]([O:16][C:17]([N:3]1[CH2:8][CH2:7][C:6](=[O:9])[CH2:5][CH2:4]1)=[O:18])([CH3:15])([CH3:14])[CH3:13]. Given the reactants Cl.O.[NH:3]1[CH2:8][CH2:7][C:6](=[O:9])[CH2:5][CH2:4]1.[OH-].[Na+].[C:12]([O:16][C:17](=O)[O:18]C(C)(C)C)([CH3:15])([CH3:14])[CH3:13], predict the reaction product. (2) Given the reactants [CH:1]1([C:7]2[CH:13]=[CH:12][C:10]([NH2:11])=[CH:9][CH:8]=2)[CH2:6][CH2:5][CH2:4][CH2:3][CH2:2]1.[CH:14]1[C:26]2[CH:25]([CH2:27][O:28][C:29]([N:31]3[CH2:36][CH2:35][N:34](C(OC(C)(C)C)=O)[CH:33]([C:44](O)=[O:45])[CH2:32]3)=[O:30])[C:24]3[C:19](=[CH:20][CH:21]=[CH:22][CH:23]=3)[C:18]=2[CH:17]=[CH:16][CH:15]=1, predict the reaction product. The product is: [CH:23]1[C:24]2[CH:25]([CH2:27][O:28][C:29]([N:31]3[CH2:36][CH2:35][NH:34][CH:33]([C:44](=[O:45])[NH:11][C:10]4[CH:9]=[CH:8][C:7]([CH:1]5[CH2:2][CH2:3][CH2:4][CH2:5][CH2:6]5)=[CH:13][CH:12]=4)[CH2:32]3)=[O:30])[C:26]3[C:18](=[CH:17][CH:16]=[CH:15][CH:14]=3)[C:19]=2[CH:20]=[CH:21][CH:22]=1. (3) Given the reactants C(S([N:7]=[C:8]([C:28]1[O:29][C:30]2[CH:36]=[CH:35][C:34]([C:37]#[N:38])=[CH:33][C:31]=2[N:32]=1)[C:9]1[C:17]([O:18][CH3:19])=[CH:16][C:15]([CH3:20])=[C:14]2[C:10]=1[CH:11]=[CH:12][N:13]2C(OC(C)(C)C)=O)=O)(C)(C)C.[F-].C[N+](C)(C)C.[Si]([C:52]([F:55])([F:54])[F:53])(CC)(CC)CC.Cl.C([O-])([O-])=O.[Cs+].[Cs+], predict the reaction product. The product is: [NH2:7][C:8]([C:28]1[O:29][C:30]2[CH:36]=[CH:35][C:34]([C:37]#[N:38])=[CH:33][C:31]=2[N:32]=1)([C:9]1[C:17]([O:18][CH3:19])=[CH:16][C:15]([CH3:20])=[C:14]2[C:10]=1[CH:11]=[CH:12][NH:13]2)[C:52]([F:55])([F:54])[F:53]. (4) Given the reactants [CH2:1]([CH:4]1[CH2:8][CH2:7][CH:6]([Se]C2C=CC=CC=2)[C:5]1=[O:16])[CH:2]=[CH2:3].[Cl-].[NH4+].OO, predict the reaction product. The product is: [CH2:1]([CH:4]1[C:5](=[O:16])[CH:6]=[CH:7][CH2:8]1)[CH:2]=[CH2:3]. (5) The product is: [F:20][C:21]1[CH:26]=[CH:25][C:24]([F:27])=[CH:23][C:22]=1[S:28]([NH:15][C:13]1[CH:12]=[CH:11][CH:10]=[C:9]([CH2:8][O:7][C:6]2[CH:16]=[CH:17][C:3]([C:2]([F:1])([F:18])[F:19])=[CH:4][CH:5]=2)[N:14]=1)(=[O:30])=[O:29]. Given the reactants [F:1][C:2]([F:19])([F:18])[C:3]1[CH:17]=[CH:16][C:6]([O:7][CH2:8][C:9]2[N:14]=[C:13]([NH2:15])[CH:12]=[CH:11][CH:10]=2)=[CH:5][CH:4]=1.[F:20][C:21]1[CH:26]=[CH:25][C:24]([F:27])=[CH:23][C:22]=1[S:28](Cl)(=[O:30])=[O:29], predict the reaction product. (6) Given the reactants [CH2:1]([O:8][C:9]1[CH:10]=[C:11]([CH:14]=[CH:15][CH:16]=1)[CH:12]=O)[C:2]1[CH:7]=[CH:6][CH:5]=[CH:4][CH:3]=1.[C:17](#[N:21])[CH2:18][C:19]#[N:20].C(O)C.[BH4-].[Na+], predict the reaction product. The product is: [CH2:1]([O:8][C:9]1[CH:10]=[C:11]([CH:14]=[CH:15][CH:16]=1)[CH2:12][CH:18]([C:17]#[N:21])[C:19]#[N:20])[C:2]1[CH:7]=[CH:6][CH:5]=[CH:4][CH:3]=1. (7) Given the reactants [NH2:1][C:2]1[CH:7]=[CH:6][N:5]([C@H:8]2[C@H:12]([OH:13])[C@H:11]([F:14])[C@@:10]([N:17]=[N+:18]=[N-:19])([CH2:15][OH:16])[O:9]2)[C:4](=[O:20])[N:3]=1.C([Mg]Cl)(C)(C)C.Cl[C:28]1[CH:37]=[CH:36][C:35]2[C:30](=[CH:31][CH:32]=[CH:33][CH:34]=2)[C:29]=1[O:38][P:39](=[N:41][C@@H:42]([CH3:53])[C:43]([O:45][CH2:46][C:47]1[CH:52]=[CH:51][CH:50]=[CH:49][CH:48]=1)=[O:44])=[O:40].CO, predict the reaction product. The product is: [CH2:46]([O:45][C:43](=[O:44])[C@@H:42]([N:41]=[P:39]([O:38][C:29]1[C:30]2[C:35](=[CH:34][CH:33]=[CH:32][CH:31]=2)[CH:36]=[CH:37][C:28]=1[O:16][CH2:15][C@:10]1([N:17]=[N+:18]=[N-:19])[C@@H:11]([F:14])[C@@H:12]([OH:13])[C@H:8]([N:5]2[CH:6]=[CH:7][C:2]([NH2:1])=[N:3][C:4]2=[O:20])[O:9]1)=[O:40])[CH3:53])[C:47]1[CH:52]=[CH:51][CH:50]=[CH:49][CH:48]=1.